This data is from Full USPTO retrosynthesis dataset with 1.9M reactions from patents (1976-2016). The task is: Predict the reactants needed to synthesize the given product. Given the product [Br:1][C:2]1[CH:10]=[CH:9][CH:8]=[C:7]([O:11][CH3:12])[C:3]=1[CH2:4][OH:5], predict the reactants needed to synthesize it. The reactants are: [Br:1][C:2]1[CH:10]=[CH:9][CH:8]=[C:7]([O:11][CH3:12])[C:3]=1[C:4](O)=[O:5].CSC.